This data is from HIV replication inhibition screening data with 41,000+ compounds from the AIDS Antiviral Screen. The task is: Binary Classification. Given a drug SMILES string, predict its activity (active/inactive) in a high-throughput screening assay against a specified biological target. (1) The compound is CN(C)CCn1cnc2ncccc2c1=O. The result is 0 (inactive). (2) The molecule is Cc1coc2c1C1OC(=O)C3(CC=CC(C)C2)OC13. The result is 0 (inactive). (3) The compound is Cn1c2c(c3cc(Cl)cc(Cl)c31)-c1ncncc1CC2. The result is 0 (inactive). (4) The molecule is COc1ccc2cc1Oc1ccc(cc1)CC1NCCc3cc(OC)c(cc31)Oc1c(O)c(OC)cc3c1CCN(C)C3C2. The result is 0 (inactive). (5) The molecule is COc1cc2c3c(c1)C(=NN)CCN3CCC2. The result is 0 (inactive). (6) The drug is O=C1NC(=S)SC1=Cc1cccs1. The result is 0 (inactive).